This data is from Catalyst prediction with 721,799 reactions and 888 catalyst types from USPTO. The task is: Predict which catalyst facilitates the given reaction. (1) Reactant: [C:1]([O:5][C:6]([NH:8][CH2:9][C:10]([OH:12])=O)=[O:7])([CH3:4])([CH3:3])[CH3:2].CN(C(ON1N=NC2C=CC=NC1=2)=[N+](C)C)C.F[P-](F)(F)(F)(F)F.[NH2:37][C:38]1[S:42][C:41]([O:43][C:44]2[CH:45]=[C:46]([CH3:60])[C:47]3[CH:51]([CH2:52][C:53]([O:55][CH2:56][CH3:57])=[O:54])[O:50][B:49]([OH:58])[C:48]=3[CH:59]=2)=[N:40][N:39]=1.CCN(C(C)C)C(C)C. Product: [C:1]([O:5][C:6]([NH:8][CH2:9][C:10]([NH:37][C:38]1[S:42][C:41]([O:43][C:44]2[CH:45]=[C:46]([CH3:60])[C:47]3[CH:51]([CH2:52][C:53]([O:55][CH2:56][CH3:57])=[O:54])[O:50][B:49]([OH:58])[C:48]=3[CH:59]=2)=[N:40][N:39]=1)=[O:12])=[O:7])([CH3:2])([CH3:3])[CH3:4]. The catalyst class is: 3. (2) Reactant: [CH3:1][O:2][C:3](=[O:14])[C:4]1[CH:12]=[CH:11][C:7]([C:8]([OH:10])=O)=[CH:6][C:5]=1[NH2:13].[Cl:15][C:16]1[C:17]2[CH:27]=[CH:26][CH:25]=[CH:24][C:18]=2[S:19][C:20]=1[C:21](Cl)=[O:22].[NH2:28][C:29]1[S:30][CH:31]=[CH:32][N:33]=1.CCN=C=NCCCN(C)C.Cl.C1C=CC2N(O)N=NC=2C=1.CCN(C(C)C)C(C)C. Product: [Cl:15][C:16]1[C:17]2[CH:27]=[CH:26][CH:25]=[CH:24][C:18]=2[S:19][C:20]=1[C:21]([NH:13][C:5]1[CH:6]=[C:7]([C:8](=[O:10])[NH:28][C:29]2[S:30][CH:31]=[CH:32][N:33]=2)[CH:11]=[CH:12][C:4]=1[C:3]([O:2][CH3:1])=[O:14])=[O:22]. The catalyst class is: 20. (3) Reactant: [CH3:1][Si:2]([O:7][CH3:8])([O:5][CH3:6])[O:3][CH3:4].[OH-:9].[K+:10].CO. Product: [CH3:1][Si:2]([O:7][CH3:8])([O:5][CH3:6])[O:3][CH3:4].[OH-:9].[K+:10]. The catalyst class is: 6.